Dataset: Catalyst prediction with 721,799 reactions and 888 catalyst types from USPTO. Task: Predict which catalyst facilitates the given reaction. (1) Reactant: [OH:1][C:2]1[CH:7]=[C:6]([OH:8])[CH:5]=[CH:4][C:3]=1[C@@H:9]1[CH2:14][CH2:13][C@H:12]([CH2:15][C:16]([O:18]C)=[O:17])[CH2:11][CH2:10]1.[OH-].[Na+].Cl. Product: [OH:1][C:2]1[CH:7]=[C:6]([OH:8])[CH:5]=[CH:4][C:3]=1[C@@H:9]1[CH2:10][CH2:11][C@H:12]([CH2:15][C:16]([OH:18])=[O:17])[CH2:13][CH2:14]1. The catalyst class is: 84. (2) Reactant: S(Cl)(Cl)=O.[C:5]1([C:11]2[C:19]3[C:18]([N:20]4[CH2:25][CH2:24][CH:23]([C:26](O)=[O:27])[CH2:22][CH2:21]4)=[N:17][CH:16]=[N:15][C:14]=3[S:13][CH:12]=2)[CH:10]=[CH:9][CH:8]=[CH:7][CH:6]=1.[CH3:29][N:30]1[CH2:34][CH2:33][CH2:32][CH:31]1[CH2:35][CH2:36][NH2:37].C(N(CC)CC)C. Product: [CH3:29][N:30]1[CH2:34][CH2:33][CH2:32][CH:31]1[CH2:35][CH2:36][NH:37][C:26]([CH:23]1[CH2:22][CH2:21][N:20]([C:18]2[C:19]3[C:11]([C:5]4[CH:10]=[CH:9][CH:8]=[CH:7][CH:6]=4)=[CH:12][S:13][C:14]=3[N:15]=[CH:16][N:17]=2)[CH2:25][CH2:24]1)=[O:27]. The catalyst class is: 2.